Dataset: Catalyst prediction with 721,799 reactions and 888 catalyst types from USPTO. Task: Predict which catalyst facilitates the given reaction. (1) Reactant: C([O:3][C:4](=O)[C:5]1[CH:10]=[CH:9][C:8]([OH:11])=[CH:7][CH:6]=1)C.C=O.C(O)(=O)C.[NH3:19]. Product: [OH:11][C:8]1[CH:9]=[CH:10][C:5]([C:4]([NH2:19])=[O:3])=[CH:6][CH:7]=1. The catalyst class is: 5. (2) Reactant: [N:1]1[CH:6]=[CH:5][CH:4]=[CH:3][C:2]=1[CH2:7][CH2:8][C:9]([NH2:11])=[O:10].Br[CH2:13][C:14]([C:16]1[CH:21]=[CH:20][CH:19]=[CH:18][CH:17]=1)=O. Product: [C:16]1([C:14]2[C:7]([CH2:8][C:9]([NH2:11])=[O:10])=[C:2]3[N:1]([CH:13]=2)[CH:6]=[CH:5][CH:4]=[CH:3]3)[CH:21]=[CH:20][CH:19]=[CH:18][CH:17]=1. The catalyst class is: 21. (3) Reactant: [CH:1]1[C:10]2[C:5](=[CH:6][CH:7]=[CH:8][CH:9]=2)[CH:4]=[CH:3][C:2]=1[C:11]([OH:13])=O.CN(C)C=O.S(Cl)(Cl)=O.[NH2:23][C:24]1[CH:25]=[C:26]([CH:29]=[CH:30][CH:31]=1)[C:27]#[N:28]. Product: [C:27]([C:26]1[CH:25]=[C:24]([NH:23][C:11]([C:2]2[CH:3]=[CH:4][C:5]3[C:10](=[CH:9][CH:8]=[CH:7][CH:6]=3)[CH:1]=2)=[O:13])[CH:31]=[CH:30][CH:29]=1)#[N:28]. The catalyst class is: 884. (4) Reactant: [NH2:1][C:2]1[CH:3]=[C:4]([CH:8]=[CH:9][C:10]=1[CH3:11])[C:5]([OH:7])=O.[NH:12]1[CH2:18][CH2:17][CH2:16][CH:15]([C:19]2[CH:26]=[CH:25][C:22]([C:23]#[N:24])=[CH:21][CH:20]=2)[CH2:14][CH2:13]1.OC1C2N=NNC=2C=CC=1.C(N=C=NCCCN(C)C)C.C(N(CC)C(C)C)(C)C. Product: [NH2:1][C:2]1[CH:3]=[C:4]([CH:8]=[CH:9][C:10]=1[CH3:11])[C:5]([N:12]1[CH2:18][CH2:17][CH2:16][CH:15]([C:19]2[CH:20]=[CH:21][C:22]([C:23]#[N:24])=[CH:25][CH:26]=2)[CH2:14][CH2:13]1)=[O:7]. The catalyst class is: 399. (5) Reactant: [NH2:1][C:2]1[C:7]([C:8]#[N:9])=[CH:6][CH:5]=[CH:4][N:3]=1.[C:10]([N:18]=[C:19]=[O:20])(=[O:17])[C:11]1[CH:16]=[CH:15][CH:14]=[CH:13][CH:12]=1. Product: [C:8]([C:7]1[C:2]([NH:1][C:19]([NH:18][C:10](=[O:17])[C:11]2[CH:12]=[CH:13][CH:14]=[CH:15][CH:16]=2)=[O:20])=[N:3][CH:4]=[CH:5][CH:6]=1)#[N:9]. The catalyst class is: 12. (6) Reactant: C[O:2][C:3]([C@@H:5]1[CH2:14][C:13]2[CH:12]=[C:11]3[O:15][CH2:16][C@@H:17]([C:19]4[CH:24]=[CH:23][C:22]([O:25][CH2:26][C:27]5[CH:32]=[CH:31][C:30]([Cl:33])=[C:29]([Cl:34])[CH:28]=5)=[CH:21][CH:20]=4)[O:18][C:10]3=[CH:9][C:8]=2[CH2:7][N:6]1[C:35]([O:37][C:38]([CH3:41])([CH3:40])[CH3:39])=[O:36])=[O:4].[Li+].[OH-].Cl. Product: [C:38]([O:37][C:35]([N:6]1[C@H:5]([C:3]([OH:4])=[O:2])[CH2:14][C:13]2[CH:12]=[C:11]3[O:15][CH2:16][C@@H:17]([C:19]4[CH:24]=[CH:23][C:22]([O:25][CH2:26][C:27]5[CH:32]=[CH:31][C:30]([Cl:33])=[C:29]([Cl:34])[CH:28]=5)=[CH:21][CH:20]=4)[O:18][C:10]3=[CH:9][C:8]=2[CH2:7]1)=[O:36])([CH3:41])([CH3:39])[CH3:40]. The catalyst class is: 36. (7) Reactant: [CH3:1][Si:2]([C:5]#[CH:6])([CH3:4])[CH3:3].[Li]CCCC.[F:12][CH2:13][C:14](OCC)=[O:15].[Cl-].[NH4+]. Product: [F:12][CH2:13][C:14](=[O:15])[C:6]#[C:5][Si:2]([CH3:4])([CH3:3])[CH3:1]. The catalyst class is: 188.